Dataset: Peptide-MHC class I binding affinity with 185,985 pairs from IEDB/IMGT. Task: Regression. Given a peptide amino acid sequence and an MHC pseudo amino acid sequence, predict their binding affinity value. This is MHC class I binding data. (1) The peptide sequence is LQPSDTLLF. The MHC is HLA-A69:01 with pseudo-sequence HLA-A69:01. The binding affinity (normalized) is 0.0847. (2) The peptide sequence is YHAVVPLVY. The MHC is HLA-B58:01 with pseudo-sequence HLA-B58:01. The binding affinity (normalized) is 0.417. (3) The peptide sequence is RYTRRISLF. The MHC is HLA-B08:01 with pseudo-sequence HLA-B08:01. The binding affinity (normalized) is 0.0847. (4) The peptide sequence is TPSGTWLTY. The MHC is HLA-A26:01 with pseudo-sequence HLA-A26:01. The binding affinity (normalized) is 0.0869. (5) The peptide sequence is VSSMAERF. The binding affinity (normalized) is 0. The MHC is H-2-Db with pseudo-sequence H-2-Db. (6) The peptide sequence is VQLDWQGDY. The MHC is HLA-A03:01 with pseudo-sequence HLA-A03:01. The binding affinity (normalized) is 0.0847.